From a dataset of Reaction yield outcomes from USPTO patents with 853,638 reactions. Predict the reaction yield, written as a fraction of the theoretical maximum amount of product (1.0 means a 100% yield; for example, 0.34 means a 34% yield). (1) The reactants are [Li+].CC([N-]C(C)C)C.[CH2:9]([N:16]1[CH2:20][CH2:19][CH2:18][CH2:17]1)[C:10]1[CH:15]=[CH:14][CH:13]=[CH:12][CH:11]=1.[CH2:21]([O:23][C:24]([C:26]1([C:29](OCC)=[O:30])[CH2:28][CH2:27]1)=[O:25])[CH3:22].C1C[O:37]CC1. No catalyst specified. The product is [CH2:21]([O:23][C:24]([C:26]1([C:29](=[C:18]2[CH2:19][CH2:20][N:16]([CH2:9][C:10]3[CH:15]=[CH:14][CH:13]=[CH:12][CH:11]=3)[C:17]2=[O:37])[OH:30])[CH2:27][CH2:28]1)=[O:25])[CH3:22]. The yield is 0.550. (2) The product is [CH3:35][N:36]([CH2:29][C:28]1[CH:31]=[CH:32][C:25]([CH2:24][N:21]2[CH2:20][CH2:19][CH:18]([CH2:17][CH2:16][N:6]3[C:5]([O:33][CH3:34])=[N:4][C:3]4[C:7]3=[N:8][C:9]([O:11][CH2:12][CH2:13][O:14][CH3:15])=[N:10][C:2]=4[NH2:1])[CH2:23][CH2:22]2)=[CH:26][CH:27]=1)[CH3:37]. The reactants are [NH2:1][C:2]1[N:10]=[C:9]([O:11][CH2:12][CH2:13][O:14][CH3:15])[N:8]=[C:7]2[C:3]=1[N:4]=[C:5]([O:33][CH3:34])[N:6]2[CH2:16][CH2:17][CH:18]1[CH2:23][CH2:22][N:21]([CH2:24][C:25]2[CH:32]=[CH:31][C:28]([CH:29]=O)=[CH:27][CH:26]=2)[CH2:20][CH2:19]1.[CH3:35][NH:36][CH3:37].C(O[BH-](OC(=O)C)OC(=O)C)(=O)C.[Na+].C(=O)([O-])O.[Na+]. The catalyst is C1COCC1. The yield is 0.870. (3) The reactants are [Cl:1][C:2]1[C:11]2[C:6](=[CH:7][C:8]([OH:14])=[C:9]([C:12]#[N:13])[CH:10]=2)[N:5]=[CH:4][CH:3]=1.[CH3:15][S:16]([CH2:19][CH2:20][CH2:21]O)(=[O:18])=[O:17]. No catalyst specified. The product is [Cl:1][C:2]1[C:11]2[C:6](=[CH:7][C:8]([O:14][CH2:21][CH2:20][CH2:19][S:16]([CH3:15])(=[O:18])=[O:17])=[C:9]([C:12]#[N:13])[CH:10]=2)[N:5]=[CH:4][CH:3]=1. The yield is 0.900. (4) The reactants are [Br:1][C:2]1[S:6][CH:5]=[C:4]([C:7]([N:9]2[CH2:14][CH2:13][CH2:12][CH2:11][CH2:10]2)=O)[CH:3]=1.[BH4-].C([N+](CCCC)(CCCC)CCCC)CCC. The catalyst is C(Cl)Cl. The product is [Br:1][C:2]1[S:6][CH:5]=[C:4]([CH2:7][N:9]2[CH2:10][CH2:11][CH2:12][CH2:13][CH2:14]2)[CH:3]=1. The yield is 0.350. (5) The reactants are [NH2:1][C:2]1[CH:7]=[CH:6][C:5]([C:8]2[CH:13]=[CH:12][C:11]([C:14]([C@@H:16]3[CH2:20][CH2:19][CH2:18][C@H:17]3[C:21]([O:23]C)=[O:22])=[O:15])=[CH:10][CH:9]=2)=[CH:4][CH:3]=1.[F:25][C:26]1[CH:27]=[CH:28][C:29]2[O:33][C:32](S(C)(=O)=O)=[N:31][C:30]=2[CH:38]=1.[OH-].[Na+].Cl. The catalyst is ClC(Cl)C.CO. The product is [F:25][C:26]1[CH:27]=[CH:28][C:29]2[O:33][C:32]([NH:1][C:2]3[CH:3]=[CH:4][C:5]([C:8]4[CH:13]=[CH:12][C:11]([C:14]([CH:16]5[CH2:20][CH2:19][CH2:18][CH:17]5[C:21]([OH:23])=[O:22])=[O:15])=[CH:10][CH:9]=4)=[CH:6][CH:7]=3)=[N:31][C:30]=2[CH:38]=1. The yield is 0.314. (6) The reactants are C([N:20]1[CH:24]=[C:23]([C:25]2[C:26]([NH2:31])=[N:27][CH:28]=[CH:29][CH:30]=2)[CH:22]=[N:21]1)(C1C=CC=CC=1)(C1C=CC=CC=1)C1C=CC=CC=1.Cl.CO. The catalyst is O1CCCC1. The product is [NH:20]1[CH:24]=[C:23]([C:25]2[C:26]([NH2:31])=[N:27][CH:28]=[CH:29][CH:30]=2)[CH:22]=[N:21]1. The yield is 0.683. (7) The reactants are O1CCCC1.[CH2:6]([O:10][C:11]1[CH:16]=[CH:15][C:14]([CH2:17][C:18](Cl)=[N:19][OH:20])=[CH:13][CH:12]=1)[CH2:7][CH2:8][CH3:9].[C:22]([C:24]1[C:25]([NH2:30])=[N:26][CH:27]=[CH:28][CH:29]=1)#[CH:23].C(N(CC)CC)C. The catalyst is O. The product is [CH2:6]([O:10][C:11]1[CH:16]=[CH:15][C:14]([CH2:17][C:18]2[CH:23]=[C:22]([C:24]3[C:25]([NH2:30])=[N:26][CH:27]=[CH:28][CH:29]=3)[O:20][N:19]=2)=[CH:13][CH:12]=1)[CH2:7][CH2:8][CH3:9]. The yield is 0.140. (8) The reactants are [F:1][C:2]1[CH:22]=[C:21]([F:23])[CH:20]=[CH:19][C:3]=1[O:4][C:5]1[CH:6]=[C:7]2[C:11](=[CH:12][C:13]=1[OH:14])[N:10]([CH2:15][CH:16]([CH3:18])[CH3:17])[N:9]=[CH:8]2.C([O-])([O-])=O.[Cs+].[Cs+].Br[CH2:31][CH:32]1[CH2:34][O:33]1. The catalyst is CC(N(C)C)=O.CCOCC.O. The product is [F:1][C:2]1[CH:22]=[C:21]([F:23])[CH:20]=[CH:19][C:3]=1[O:4][C:5]1[CH:6]=[C:7]2[C:11](=[CH:12][C:13]=1[O:14][CH2:31][CH:32]1[CH2:34][O:33]1)[N:10]([CH2:15][CH:16]([CH3:18])[CH3:17])[N:9]=[CH:8]2. The yield is 0.770. (9) The reactants are Cl.C(O[C:5]([C:7]1[CH:8]=[C:9]2[C:13](=[CH:14][CH:15]=1)[NH:12][N:11]=[C:10]2[C:16]1[CH:21]=[CH:20][C:19]([F:22])=[CH:18][CH:17]=1)=[NH:6])C.C[O-].[Na+].[NH2:26][NH:27][C:28](=O)[CH2:29][N:30]([CH2:33][CH3:34])[CH2:31][CH3:32]. The catalyst is C(O)C.CO. The product is [CH2:31]([N:30]([CH2:33][CH3:34])[CH2:29][C:28]1[NH:27][N:26]=[C:5]([C:7]2[CH:8]=[C:9]3[C:13](=[CH:14][CH:15]=2)[NH:12][N:11]=[C:10]3[C:16]2[CH:21]=[CH:20][C:19]([F:22])=[CH:18][CH:17]=2)[N:6]=1)[CH3:32]. The yield is 0.110.